Dataset: Peptide-MHC class I binding affinity with 185,985 pairs from IEDB/IMGT. Task: Regression. Given a peptide amino acid sequence and an MHC pseudo amino acid sequence, predict their binding affinity value. This is MHC class I binding data. (1) The peptide sequence is GIYHDICEI. The binding affinity (normalized) is 0.778. The MHC is HLA-A02:11 with pseudo-sequence HLA-A02:11. (2) The MHC is HLA-A03:01 with pseudo-sequence HLA-A03:01. The peptide sequence is GLSRYVARV. The binding affinity (normalized) is 0.179.